The task is: Predict the reactants needed to synthesize the given product.. This data is from Full USPTO retrosynthesis dataset with 1.9M reactions from patents (1976-2016). (1) Given the product [NH2:11][C:9]1[N:8]=[CH:7][N:6]=[C:5]2[N:4]([CH:12]([C:14]3[CH:15]=[C:16]4[N:21]([C:22]=3[C:23]3[CH:28]=[CH:27][C:26]([CH2:29][N:30]([CH2:41][CH2:42][OH:43])[CH2:31][CH2:32][OH:33])=[CH:25][N:24]=3)[CH:20]=[CH:19][CH:18]=[CH:17]4)[CH3:13])[N:3]=[C:2]([C:54]3[CH:55]=[C:56]([OH:58])[CH:57]=[C:52]([F:51])[CH:53]=3)[C:10]=12, predict the reactants needed to synthesize it. The reactants are: I[C:2]1[C:10]2[C:5](=[N:6][CH:7]=[N:8][C:9]=2[NH2:11])[N:4]([CH:12]([C:14]2[CH:15]=[C:16]3[N:21]([C:22]=2[C:23]2[CH:28]=[CH:27][C:26]([CH2:29][N:30]([CH2:41][CH2:42][O:43][Si](C)(C)C(C)(C)C)[CH2:31][CH2:32][O:33][Si](C)(C)C(C)(C)C)=[CH:25][N:24]=2)[CH:20]=[CH:19][CH:18]=[CH:17]3)[CH3:13])[N:3]=1.[F:51][C:52]1[CH:53]=[C:54](B(O)O)[CH:55]=[C:56]([OH:58])[CH:57]=1.CCO.C([O-])([O-])=O.[Na+].[Na+]. (2) Given the product [F:1][C:2]1[CH:3]=[CH:4][C:5]([O:29][CH3:30])=[C:6]([C:8]2[C:13]([C:14]#[N:15])=[CH:12][N:11]=[C:10]3[NH:16][C:17]([I:19])=[CH:18][C:9]=23)[CH:7]=1, predict the reactants needed to synthesize it. The reactants are: [F:1][C:2]1[CH:3]=[CH:4][C:5]([O:29][CH3:30])=[C:6]([C:8]2[C:13]([C:14]#[N:15])=[CH:12][N:11]=[C:10]3[N:16](S(C4C=CC=CC=4)(=O)=O)[C:17]([I:19])=[CH:18][C:9]=23)[CH:7]=1.[OH-].[Li+].Cl. (3) Given the product [OH:15][C:3]1[C:4]([OH:14])=[C:5]([C:7]2[CH:12]=[CH:11][C:10]([Cl:23])=[CH:9][CH:8]=2)[O:6][C:2]=1[NH:1][S:34]([C:28]1[CH:33]=[CH:32][CH:31]=[CH:30][CH:29]=1)(=[O:36])=[O:35], predict the reactants needed to synthesize it. The reactants are: [NH2:1][C:2]1[O:6][CH:5]([C:7]2[CH:12]=[CH:11][C:10](F)=[CH:9][CH:8]=2)[C:4](=[O:14])[C:3]=1[OH:15].C(N(CC)CC)C.[Cl:23][Si](C)(C)C.[C:28]1([S:34](Cl)(=[O:36])=[O:35])[CH:33]=[CH:32][CH:31]=[CH:30][CH:29]=1.[F-].C([N+](CCCC)(CCCC)CCCC)CCC.S([O-])([O-])(=O)=O.[NH4+].[NH4+]. (4) Given the product [CH:1]1([CH:7]([O:9][C:13]2[CH:14]=[CH:15][C:16]3[CH2:17][N:18]([C:24]([O:26][C:27]([CH3:30])([CH3:29])[CH3:28])=[O:25])[CH2:19][CH2:20][O:21][C:22]=3[N:23]=2)[CH3:8])[CH2:6][CH2:5][CH2:4][CH2:3][CH2:2]1, predict the reactants needed to synthesize it. The reactants are: [CH:1]1([CH:7]([OH:9])[CH3:8])[CH2:6][CH2:5][CH2:4][CH2:3][CH2:2]1.[H-].[Na+].Cl[C:13]1[CH:14]=[CH:15][C:16]2[CH2:17][N:18]([C:24]([O:26][C:27]([CH3:30])([CH3:29])[CH3:28])=[O:25])[CH2:19][CH2:20][O:21][C:22]=2[N:23]=1.O. (5) Given the product [F:1][C:2]1[CH:10]=[C:9]2[C:5]([C:6]([C:20]3[CH:24]=[N:23][N:22]([CH:26]4[CH2:27][N:28]([C:30]([O:32][C:33]([CH3:36])([CH3:35])[CH3:34])=[O:31])[CH2:29]4)[CH:21]=3)=[CH:7][NH:8]2)=[CH:4][CH:3]=1, predict the reactants needed to synthesize it. The reactants are: [F:1][C:2]1[CH:10]=[C:9]2[C:5]([C:6]([C:20]3[CH:21]=[N:22][NH:23][CH:24]=3)=[CH:7][N:8]2S(C2C=CC=CC=2)(=O)=O)=[CH:4][CH:3]=1.I[CH:26]1[CH2:29][N:28]([C:30]([O:32][C:33]([CH3:36])([CH3:35])[CH3:34])=[O:31])[CH2:27]1.[H-].[Na+].[OH-].[Na+]. (6) Given the product [Br:3][C:4]1[CH:5]=[C:6]([CH:17]([CH2:26][CH:23]2[CH2:25][CH2:24]2)[C:18]([O:20][CH2:21][CH3:22])=[O:19])[CH:7]=[C:8]([Cl:16])[C:9]=1[O:10][CH2:11][C:12]([F:15])([F:13])[F:14], predict the reactants needed to synthesize it. The reactants are: [H-].[Na+].[Br:3][C:4]1[CH:5]=[C:6]([CH2:17][C:18]([O:20][CH2:21][CH3:22])=[O:19])[CH:7]=[C:8]([Cl:16])[C:9]=1[O:10][CH2:11][C:12]([F:15])([F:14])[F:13].[CH:23]1([CH2:26]Br)[CH2:25][CH2:24]1. (7) Given the product [Cl:32][C:33]1[N:38]=[C:37]([O:24][C:20]2[CH:19]=[C:18]([C:15]3[O:14][C:13]([NH:12][C:10]4[CH:11]=[C:6]([S:3]([CH2:1][CH3:2])(=[O:4])=[O:5])[CH:7]=[CH:8][C:9]=4[O:29][CH3:27])=[N:17][CH:16]=3)[CH:23]=[CH:22][CH:21]=2)[CH:36]=[CH:35][N:34]=1, predict the reactants needed to synthesize it. The reactants are: [CH2:1]([S:3]([C:6]1[CH:7]=[CH:8][C:9](C)=[C:10]([NH:12][C:13]2[O:14][C:15]([C:18]3[CH:19]=[C:20]([OH:24])[CH:21]=[CH:22][CH:23]=3)=[CH:16][N:17]=2)[CH:11]=1)(=[O:5])=[O:4])[CH3:2].C[C:27](C)([O-:29])C.[K+].[Cl:32][C:33]1[N:38]=[C:37](Cl)[CH:36]=[CH:35][N:34]=1. (8) The reactants are: [Br:1][C:2]1[CH:3]=[C:4]([CH:7]=[CH:8][C:9]=1[CH3:10])[CH:5]=O.CO[CH:13](OC)[CH2:14][NH2:15]. Given the product [Br:1][C:2]1[CH:3]=[C:4]2[C:7]([CH:13]=[CH:14][N:15]=[CH:5]2)=[CH:8][C:9]=1[CH3:10], predict the reactants needed to synthesize it. (9) Given the product [OH:4][CH2:34][C:33]([CH3:35])=[CH:32][CH2:31][CH2:30][C:28]([CH3:29])=[CH:27][CH2:26][CH2:25][C:23]([CH3:24])=[CH:22][CH2:21][O:20][C:17](=[O:19])[CH3:18], predict the reactants needed to synthesize it. The reactants are: C(O)(=O)C1C(=CC=CC=1)[OH:4].C(OO)(C)(C)C.[C:17]([O:20][CH2:21][CH:22]=[C:23]([CH2:25][CH2:26][CH:27]=[C:28]([CH2:30][CH2:31][CH:32]=[C:33]([CH3:35])[CH3:34])[CH3:29])[CH3:24])(=[O:19])[CH3:18].[BH4-].[Na+].Cl. (10) Given the product [C:23]([C:21]1[CH:20]=[CH:19][C:3]([NH:4][C:5]2[C:6]([C:12]([NH:14][CH2:15][CH2:16][CH2:17][OH:18])=[O:13])=[CH:7][NH:8][C:9](=[O:11])[CH:10]=2)=[C:2]([F:1])[CH:22]=1)#[CH:24], predict the reactants needed to synthesize it. The reactants are: [F:1][C:2]1[CH:22]=[C:21]([C:23]#[C:24][Si](C)(C)C)[CH:20]=[CH:19][C:3]=1[NH:4][C:5]1[C:6]([C:12]([NH:14][CH2:15][CH2:16][CH2:17][OH:18])=[O:13])=[CH:7][NH:8][C:9](=[O:11])[CH:10]=1.C([O-])([O-])=O.[K+].[K+].